Dataset: Forward reaction prediction with 1.9M reactions from USPTO patents (1976-2016). Task: Predict the product of the given reaction. Given the reactants [CH3:1][C:2]1([CH3:16])[C:6]([CH3:8])([CH3:7])[O:5][B:4]([C:9]2[CH:10]=[C:11]([NH2:15])[CH:12]=[CH:13][CH:14]=2)[O:3]1.[Cl:17][C:18]1[CH:23]=[CH:22][C:21]([N:24]=[C:25]=[O:26])=[CH:20][C:19]=1[C:27]([F:30])([F:29])[F:28], predict the reaction product. The product is: [Cl:17][C:18]1[CH:23]=[CH:22][C:21]([NH:24][C:25]([NH:15][C:11]2[CH:12]=[CH:13][CH:14]=[C:9]([B:4]3[O:3][C:2]([CH3:16])([CH3:1])[C:6]([CH3:7])([CH3:8])[O:5]3)[CH:10]=2)=[O:26])=[CH:20][C:19]=1[C:27]([F:28])([F:29])[F:30].